This data is from Catalyst prediction with 721,799 reactions and 888 catalyst types from USPTO. The task is: Predict which catalyst facilitates the given reaction. Reactant: [C:1]([C:3]1[CH:8]=[C:7]([CH2:9][CH2:10][P:11](=[O:18])([O:15][CH2:16][CH3:17])[O:12][CH2:13][CH3:14])[CH:6]=[CH:5][N:4]=1)#[N:2].[Cl:19][C:20]1[CH:21]=[C:22]([SH:29])[C:23](=[CH:27][CH:28]=1)[C:24](O)=[O:25]. The catalyst class is: 17. Product: [Cl:19][C:20]1[CH:28]=[CH:27][C:23]2[C:24](=[O:25])[N:2]=[C:1]([C:3]3[CH:8]=[C:7]([CH2:9][CH2:10][P:11](=[O:18])([O:12][CH2:13][CH3:14])[O:15][CH2:16][CH3:17])[CH:6]=[CH:5][N:4]=3)[S:29][C:22]=2[CH:21]=1.